Dataset: Catalyst prediction with 721,799 reactions and 888 catalyst types from USPTO. Task: Predict which catalyst facilitates the given reaction. (1) Reactant: [CH3:1][NH:2][C:3]1[CH:8]=[CH:7][N:6]=[C:5]2[CH:9]=[C:10]([C:12]3[N:13]=[CH:14][N:15]([CH3:17])[CH:16]=3)[S:11][C:4]=12.[F:18][C:19]1[CH:20]=[C:21]([N+:26]([O-:28])=[O:27])[CH:22]=[CH:23][C:24]=1F.C(=O)([O-])[O-].[Cs+].[Cs+]. Product: [F:18][C:19]1[CH:20]=[C:21]([N+:26]([O-:28])=[O:27])[CH:22]=[CH:23][C:24]=1[N:2]([CH3:1])[C:3]1[CH:8]=[CH:7][N:6]=[C:5]2[CH:9]=[C:10]([C:12]3[N:13]=[CH:14][N:15]([CH3:17])[CH:16]=3)[S:11][C:4]=12. The catalyst class is: 18. (2) Reactant: [CH3:1][C:2]1([CH3:23])[C:8]2[CH:9]=[CH:10][C:11]([N+:13]([O-:15])=[O:14])=[CH:12][C:7]=2[NH:6][C:5](=O)[CH:4]([NH:17][C:18](=O)[CH2:19][O:20][CH3:21])[CH2:3]1. Product: [CH3:1][C:2]1([CH3:23])[C:8]2[CH:9]=[CH:10][C:11]([N+:13]([O-:15])=[O:14])=[CH:12][C:7]=2[NH:6][CH2:5][CH:4]([NH:17][CH2:18][CH2:19][O:20][CH3:21])[CH2:3]1. The catalyst class is: 1. (3) Reactant: [F-].C([N+](CCCC)(CCCC)CCCC)CCC.[F:19][C:20]1[CH:21]=[C:22]([C:27]2[CH:35]=[C:34]3[C:30]([C:31]([NH:44][C:45](=[O:49])[CH2:46][CH2:47][CH3:48])=[N:32][N:33]3COCC[Si](C)(C)C)=[CH:29][CH:28]=2)[CH:23]=[C:24]([F:26])[CH:25]=1.C(OCC)(=O)C. Product: [F:19][C:20]1[CH:21]=[C:22]([C:27]2[CH:35]=[C:34]3[C:30]([C:31]([NH:44][C:45](=[O:49])[CH2:46][CH2:47][CH3:48])=[N:32][NH:33]3)=[CH:29][CH:28]=2)[CH:23]=[C:24]([F:26])[CH:25]=1. The catalyst class is: 7. (4) Reactant: [CH3:1][N:2]1[C:10]2[C:9]3=[C:11]([O:17][C:18]4[C:19]([CH3:24])=[N:20][CH:21]=[CH:22][CH:23]=4)[S:12][C:13]([C:14]([OH:16])=O)=[C:8]3[CH2:7][CH2:6][C:5]=2[CH:4]=[N:3]1.CC[N:27]=C=NCCCN(C)C. Product: [CH3:1][N:2]1[C:10]2[C:9]3=[C:11]([O:17][C:18]4[C:19]([CH3:24])=[N:20][CH:21]=[CH:22][CH:23]=4)[S:12][C:13]([C:14]([NH2:27])=[O:16])=[C:8]3[CH2:7][CH2:6][C:5]=2[CH:4]=[N:3]1. The catalyst class is: 18. (5) Reactant: [F:1][C:2]1[CH:7]=[C:6]([F:8])[CH:5]=[CH:4][C:3]=1[C:9]([OH:38])([CH2:32][N:33]1[CH:37]=[N:36][CH:35]=[N:34]1)[CH2:10][N:11]1[CH:15]=[N:14][C:13](/[CH:16]=[CH:17]/[C:18]2[CH:23]=[CH:22][C:21]([O:24][CH2:25][C:26]([F:31])([F:30])[CH:27]([F:29])[F:28])=[CH:20][CH:19]=2)=[N:12]1.N1C=NN=N1.C(N(C(C)C)[P:48]([O:57][CH2:58][C:59]1[CH:64]=[CH:63][CH:62]=[CH:61][CH:60]=1)[O:49][CH2:50][C:51]1[CH:56]=[CH:55][CH:54]=[CH:53][CH:52]=1)(C)C.[OH:68]O. Product: [P:48]([O:38][C:9]([C:3]1[CH:4]=[CH:5][C:6]([F:8])=[CH:7][C:2]=1[F:1])([CH2:32][N:33]1[CH:37]=[N:36][CH:35]=[N:34]1)[CH2:10][N:11]1[CH:15]=[N:14][C:13](/[CH:16]=[CH:17]/[C:18]2[CH:19]=[CH:20][C:21]([O:24][CH2:25][C:26]([F:31])([F:30])[CH:27]([F:28])[F:29])=[CH:22][CH:23]=2)=[N:12]1)([O:49][CH2:50][C:51]1[CH:52]=[CH:53][CH:54]=[CH:55][CH:56]=1)([O:57][CH2:58][C:59]1[CH:60]=[CH:61][CH:62]=[CH:63][CH:64]=1)=[O:68]. The catalyst class is: 2.